The task is: Regression/Classification. Given a drug SMILES string, predict its absorption, distribution, metabolism, or excretion properties. Task type varies by dataset: regression for continuous measurements (e.g., permeability, clearance, half-life) or binary classification for categorical outcomes (e.g., BBB penetration, CYP inhibition). For this dataset (clearance_microsome_az), we predict log10(clearance) (log10 of the in vitro intrinsic clearance, CLint, in uL/min per mg of human liver microsomal protein, equivalently mL/min/g; values are censored to the assay range of 3 to 150, which is 0.477 to 2.18 on this log10 scale).. This data is from Microsomal clearance measurements from AstraZeneca. (1) The molecule is Fc1cccc(COc2ccc(Nc3ncnc4ccc(-c5cccc(N6CCOCC6)c5)cc34)cc2Cl)c1. The log10(clearance) is 1.80. (2) The molecule is Cc1ccc2c(c1)c(-c1ccnc3cc(C(F)(F)F)ccc13)c(C)n2CC(=O)O. The log10(clearance) is 0.480.